Dataset: Full USPTO retrosynthesis dataset with 1.9M reactions from patents (1976-2016). Task: Predict the reactants needed to synthesize the given product. (1) The reactants are: [CH2:1]([O:8][C:9]1[C:17]2[N:16]=[C:15]([C:18]([F:21])([F:20])[F:19])[N:14]([CH3:22])[C:13]=2[CH:12]=[C:11](Br)[CH:10]=1)[C:2]1[CH:7]=[CH:6][CH:5]=[CH:4][CH:3]=1.C1(P(C2C=CC=CC=2)C2C=CC=CC=2)C=CC=CC=1.[CH3:43][NH:44][CH3:45].[C:46](=[O:48])=O. Given the product [CH3:43][N:44]([CH3:45])[C:46]([C:11]1[CH:10]=[C:9]([O:8][CH2:1][C:2]2[CH:7]=[CH:6][CH:5]=[CH:4][CH:3]=2)[C:17]2[N:16]=[C:15]([C:18]([F:21])([F:20])[F:19])[N:14]([CH3:22])[C:13]=2[CH:12]=1)=[O:48], predict the reactants needed to synthesize it. (2) Given the product [NH2:9][C:10]1[CH:11]=[CH:12][C:4]([O:3][C:2]([F:1])([F:16])[F:15])=[CH:5][C:6]=1[C:7]([OH:14])=[O:23], predict the reactants needed to synthesize it. The reactants are: [F:1][C:2]([F:16])([F:15])[O:3][C:4]1[CH:5]=[C:6]2[C:10](=[CH:11][CH:12]=1)[NH:9]C(=O)[C:7]2=[O:14].[OH-].[K+].OO.C(O)(=[O:23])C. (3) Given the product [CH3:29][N:30]([CH3:31])[C:2]1[C:7]2[N:8]=[C:9]([N:18]3[CH:22]=[CH:21][N:20]=[CH:19]3)[N:10]=[C:11]([N:12]3[CH2:17][CH2:16][O:15][CH2:14][CH2:13]3)[C:6]=2[N:5]=[C:4]([C:23]2[O:27][N:26]=[C:25]([CH3:28])[N:24]=2)[CH:3]=1, predict the reactants needed to synthesize it. The reactants are: Cl[C:2]1[C:7]2[N:8]=[C:9]([N:18]3[CH:22]=[CH:21][N:20]=[CH:19]3)[N:10]=[C:11]([N:12]3[CH2:17][CH2:16][O:15][CH2:14][CH2:13]3)[C:6]=2[N:5]=[C:4]([C:23]2[O:27][N:26]=[C:25]([CH3:28])[N:24]=2)[CH:3]=1.[CH3:29][NH:30][CH3:31].Cl. (4) Given the product [ClH:19].[Cl:20][C:15]1[CH:14]=[C:13]([C@H:11]2[CH2:12][NH:8][CH2:9][C@@H:10]2[C:21]([O:23][CH3:24])=[O:22])[CH:18]=[CH:17][C:16]=1[Cl:19], predict the reactants needed to synthesize it. The reactants are: C([N:8]1[CH2:12][C@H:11]([C:13]2[CH:18]=[CH:17][C:16]([Cl:19])=[C:15]([Cl:20])[CH:14]=2)[C@@H:10]([C:21]([O:23][CH3:24])=[O:22])[CH2:9]1)C1C=CC=CC=1.CC(Cl)OC(Cl)=O.